From a dataset of NCI-60 drug combinations with 297,098 pairs across 59 cell lines. Regression. Given two drug SMILES strings and cell line genomic features, predict the synergy score measuring deviation from expected non-interaction effect. (1) Drug 1: CN(CC1=CN=C2C(=N1)C(=NC(=N2)N)N)C3=CC=C(C=C3)C(=O)NC(CCC(=O)O)C(=O)O. Drug 2: C1=NC2=C(N1)C(=S)N=CN2. Cell line: CCRF-CEM. Synergy scores: CSS=73.3, Synergy_ZIP=-0.738, Synergy_Bliss=-1.13, Synergy_Loewe=-2.69, Synergy_HSA=0.00314. (2) Drug 2: CC=C1C(=O)NC(C(=O)OC2CC(=O)NC(C(=O)NC(CSSCCC=C2)C(=O)N1)C(C)C)C(C)C. Drug 1: C1=C(C(=O)NC(=O)N1)N(CCCl)CCCl. Cell line: SN12C. Synergy scores: CSS=71.5, Synergy_ZIP=4.49, Synergy_Bliss=4.52, Synergy_Loewe=3.97, Synergy_HSA=4.85. (3) Drug 1: CNC(=O)C1=NC=CC(=C1)OC2=CC=C(C=C2)NC(=O)NC3=CC(=C(C=C3)Cl)C(F)(F)F. Drug 2: C1C(C(OC1N2C=NC(=NC2=O)N)CO)O. Cell line: HT29. Synergy scores: CSS=13.9, Synergy_ZIP=3.34, Synergy_Bliss=7.38, Synergy_Loewe=0.127, Synergy_HSA=4.88. (4) Drug 1: CN(C)C1=NC(=NC(=N1)N(C)C)N(C)C. Drug 2: CC1=C(N=C(N=C1N)C(CC(=O)N)NCC(C(=O)N)N)C(=O)NC(C(C2=CN=CN2)OC3C(C(C(C(O3)CO)O)O)OC4C(C(C(C(O4)CO)O)OC(=O)N)O)C(=O)NC(C)C(C(C)C(=O)NC(C(C)O)C(=O)NCCC5=NC(=CS5)C6=NC(=CS6)C(=O)NCCC[S+](C)C)O. Cell line: PC-3. Synergy scores: CSS=2.20, Synergy_ZIP=-2.96, Synergy_Bliss=-5.55, Synergy_Loewe=-35.5, Synergy_HSA=-5.51. (5) Drug 1: C1C(C(OC1N2C=NC(=NC2=O)N)CO)O. Drug 2: C1CCC(C(C1)N)N.C(=O)(C(=O)[O-])[O-].[Pt+4]. Cell line: A498. Synergy scores: CSS=23.4, Synergy_ZIP=1.28, Synergy_Bliss=2.25, Synergy_Loewe=0.715, Synergy_HSA=3.24. (6) Drug 1: COC1=C(C=C2C(=C1)N=CN=C2NC3=CC(=C(C=C3)F)Cl)OCCCN4CCOCC4. Drug 2: CC1=C(C(CCC1)(C)C)C=CC(=CC=CC(=CC(=O)O)C)C. Cell line: UACC-257. Synergy scores: CSS=4.14, Synergy_ZIP=-4.55, Synergy_Bliss=-7.04, Synergy_Loewe=-7.90, Synergy_HSA=-8.18. (7) Drug 1: CS(=O)(=O)OCCCCOS(=O)(=O)C. Drug 2: CCC1(C2=C(COC1=O)C(=O)N3CC4=CC5=C(C=CC(=C5CN(C)C)O)N=C4C3=C2)O.Cl. Cell line: IGROV1. Synergy scores: CSS=27.9, Synergy_ZIP=-4.88, Synergy_Bliss=1.67, Synergy_Loewe=-29.5, Synergy_HSA=1.73. (8) Drug 1: CC1C(C(CC(O1)OC2CC(CC3=C2C(=C4C(=C3O)C(=O)C5=C(C4=O)C(=CC=C5)OC)O)(C(=O)C)O)N)O.Cl. Drug 2: CN(CC1=CN=C2C(=N1)C(=NC(=N2)N)N)C3=CC=C(C=C3)C(=O)NC(CCC(=O)O)C(=O)O. Cell line: SNB-75. Synergy scores: CSS=19.2, Synergy_ZIP=-4.82, Synergy_Bliss=1.40, Synergy_Loewe=-4.51, Synergy_HSA=1.67. (9) Drug 1: C1=CC(=CC=C1CCCC(=O)O)N(CCCl)CCCl. Drug 2: C1CCC(C(C1)N)N.C(=O)(C(=O)[O-])[O-].[Pt+4]. Cell line: CAKI-1. Synergy scores: CSS=48.0, Synergy_ZIP=-8.72, Synergy_Bliss=-5.50, Synergy_Loewe=-8.26, Synergy_HSA=-0.633. (10) Drug 1: CNC(=O)C1=CC=CC=C1SC2=CC3=C(C=C2)C(=NN3)C=CC4=CC=CC=N4. Drug 2: C1=CC(=C2C(=C1NCCNCCO)C(=O)C3=C(C=CC(=C3C2=O)O)O)NCCNCCO. Cell line: HOP-62. Synergy scores: CSS=64.6, Synergy_ZIP=13.7, Synergy_Bliss=9.00, Synergy_Loewe=-19.3, Synergy_HSA=7.43.